Dataset: P-glycoprotein inhibition data for predicting drug efflux from Broccatelli et al.. Task: Regression/Classification. Given a drug SMILES string, predict its absorption, distribution, metabolism, or excretion properties. Task type varies by dataset: regression for continuous measurements (e.g., permeability, clearance, half-life) or binary classification for categorical outcomes (e.g., BBB penetration, CYP inhibition). Dataset: pgp_broccatelli. (1) The molecule is COc1cccc(CCc2ccccc2OCCCN2CCN(c3ncccn3)CC2)c1. The result is 1 (inhibitor). (2) The drug is O=C(CCc1ccccc1)c1ccccc1OC[C@@H](O)CN1CCN(Cc2ccccc2)CC1. The result is 1 (inhibitor). (3) The compound is O=C(NCc1ccccc1)c1ccccc1. The result is 0 (non-inhibitor). (4) The compound is COc1ccc(CCN2CCC[C@H]2CNC(=O)c2ccccc2NC(=O)c2cnc3ccccc3c2)cc1OC. The result is 1 (inhibitor). (5) The drug is Cc1c(C)c2c(c(C)c1O)CC[C@](C)(C(=O)O)O2. The result is 0 (non-inhibitor). (6) The compound is CC(=O)c1cccc(OC[C@H](O)CN2CCN(c3ccc(F)cc3)CC2)c1. The result is 1 (inhibitor). (7) The compound is COc1cc(/C=C/C2=C(NC(C)C)CN3CCN2CC3)cc(OC)c1OC. The result is 0 (non-inhibitor).